This data is from Catalyst prediction with 721,799 reactions and 888 catalyst types from USPTO. The task is: Predict which catalyst facilitates the given reaction. (1) Reactant: [Cl:1][C:2]1[CH:3]=[CH:4][C:5]([C:9]2[C:17]3[C:12](=[CH:13][N:14]=[C:15]([C:18]4[CH:19]=[N:20][CH:21]=[CH:22][CH:23]=4)[CH:16]=3)[N:11]([CH2:24][O:25][CH2:26][CH2:27][Si:28]([CH3:31])([CH3:30])[CH3:29])[N:10]=2)=[N:6][C:7]=1F.[C:32]([NH:39][CH:40]1[CH2:45][CH2:44][NH:43][CH2:42][CH2:41]1)([O:34][C:35]([CH3:38])([CH3:37])[CH3:36])=[O:33].CN1CCOCC1.CN1CCCC1=O. Product: [Cl:1][C:2]1[C:7]([N:43]2[CH2:42][CH2:41][CH:40]([NH:39][C:32](=[O:33])[O:34][C:35]([CH3:37])([CH3:36])[CH3:38])[CH2:45][CH2:44]2)=[N:6][C:5]([C:9]2[C:17]3[C:12](=[CH:13][N:14]=[C:15]([C:18]4[CH:19]=[N:20][CH:21]=[CH:22][CH:23]=4)[CH:16]=3)[N:11]([CH2:24][O:25][CH2:26][CH2:27][Si:28]([CH3:31])([CH3:30])[CH3:29])[N:10]=2)=[CH:4][CH:3]=1. The catalyst class is: 25. (2) Reactant: [OH-].[Na+].[OH:3][CH2:4][CH:5]1[CH2:10][CH2:9][CH2:8][N:7]([C:11]2[CH:12]=[CH:13][C:14]([CH3:32])=[C:15]([CH:31]=2)[C:16]([NH:18][C:19]2[C:28]([CH3:29])=[CH:27][C:22]([C:23]([O:25]C)=[O:24])=[CH:21][C:20]=2[CH3:30])=[O:17])[CH2:6]1.CO. Product: [OH:3][CH2:4][CH:5]1[CH2:10][CH2:9][CH2:8][N:7]([C:11]2[CH:12]=[CH:13][C:14]([CH3:32])=[C:15]([CH:31]=2)[C:16]([NH:18][C:19]2[C:20]([CH3:30])=[CH:21][C:22]([C:23]([OH:25])=[O:24])=[CH:27][C:28]=2[CH3:29])=[O:17])[CH2:6]1. The catalyst class is: 1. (3) Product: [Cl:1][C:2]1[CH:3]=[CH:4][C:5]([CH2:6][N:7]2[C:11]3[CH:12]=[CH:13][C:14]([C:16]([OH:18])=[O:17])=[CH:15][C:10]=3[N:9]=[CH:8]2)=[CH:20][CH:21]=1. Reactant: [Cl:1][C:2]1[CH:21]=[CH:20][C:5]([CH2:6][N:7]2[C:11]3[CH:12]=[CH:13][C:14]([C:16]([O:18]C)=[O:17])=[CH:15][C:10]=3[N:9]=[CH:8]2)=[CH:4][CH:3]=1.[OH-].[Na+].Cl. The catalyst class is: 1. (4) Reactant: [CH3:1][C:2]1[C:3]([N+:12]([O-:14])=[O:13])=[C:4]([CH:8]=[CH:9][C:10]=1[CH3:11])[C:5]([OH:7])=[O:6].S(Cl)(Cl)=O.[CH3:19]O. Product: [CH3:1][C:2]1[C:3]([N+:12]([O-:14])=[O:13])=[C:4]([CH:8]=[CH:9][C:10]=1[CH3:11])[C:5]([O:7][CH3:19])=[O:6]. The catalyst class is: 11. (5) Reactant: [N+:1]([C:4]1[CH:8]=[C:7]([S:9]([N:12]2[CH2:17][CH2:16][CH2:15][CH2:14][CH2:13]2)(=[O:11])=[O:10])[S:6][C:5]=1[N:18]1[CH2:23][CH2:22][CH:21]([C:24]([OH:26])=[O:25])[CH2:20][CH2:19]1)([O-])=O.[Sn](Cl)Cl.O. Product: [NH2:1][C:4]1[CH:8]=[C:7]([S:9]([N:12]2[CH2:13][CH2:14][CH2:15][CH2:16][CH2:17]2)(=[O:11])=[O:10])[S:6][C:5]=1[N:18]1[CH2:19][CH2:20][CH:21]([C:24]([OH:26])=[O:25])[CH2:22][CH2:23]1. The catalyst class is: 13.